From a dataset of Forward reaction prediction with 1.9M reactions from USPTO patents (1976-2016). Predict the product of the given reaction. (1) Given the reactants Br[C:2]1[CH:8]=[CH:7][C:5]([NH2:6])=[C:4]([F:9])[CH:3]=1.[CH3:10][C:11]1([CH3:27])[C:15]([CH3:17])([CH3:16])[O:14][B:13]([B:13]2[O:14][C:15]([CH3:17])([CH3:16])[C:11]([CH3:27])([CH3:10])[O:12]2)[O:12]1.C([O-])(=O)C.[K+], predict the reaction product. The product is: [F:9][C:4]1[CH:3]=[C:2]([B:13]2[O:14][C:15]([CH3:17])([CH3:16])[C:11]([CH3:27])([CH3:10])[O:12]2)[CH:8]=[CH:7][C:5]=1[NH2:6]. (2) Given the reactants C[O:2][C:3](=[O:21])[CH2:4][CH2:5][N:6]1[C:11]2[CH:12]=[CH:13][CH:14]=[C:15]([Br:16])[C:10]=2[O:9][CH:8]([CH:17]([CH3:19])[CH3:18])[C:7]1=[O:20].[OH-].[Na+], predict the reaction product. The product is: [Br:16][C:15]1[C:10]2[O:9][CH:8]([CH:17]([CH3:19])[CH3:18])[C:7](=[O:20])[N:6]([CH2:5][CH2:4][C:3]([OH:21])=[O:2])[C:11]=2[CH:12]=[CH:13][CH:14]=1.